Dataset: Peptide-MHC class II binding affinity with 134,281 pairs from IEDB. Task: Regression. Given a peptide amino acid sequence and an MHC pseudo amino acid sequence, predict their binding affinity value. This is MHC class II binding data. (1) The binding affinity (normalized) is 0.943. The MHC is HLA-DPA10201-DPB11401 with pseudo-sequence HLA-DPA10201-DPB11401. The peptide sequence is EKKYFAATSFEPLAA. (2) The peptide sequence is SQDAELSWNLNGLQAY. The MHC is DRB1_1302 with pseudo-sequence DRB1_1302. The binding affinity (normalized) is 0.565. (3) The peptide sequence is ISRRDQRGSGQVVTY. The MHC is DRB1_1301 with pseudo-sequence DRB1_1301. The binding affinity (normalized) is 0.512. (4) The peptide sequence is GELQIVSKIDAAFKI. The MHC is DRB1_0401 with pseudo-sequence DRB1_0401. The binding affinity (normalized) is 0.611. (5) The peptide sequence is SQDLEWSWNLNGLQAY. The MHC is DRB1_1302 with pseudo-sequence DRB1_1302. The binding affinity (normalized) is 0.394. (6) The peptide sequence is QIHQYIMALREEYFD. The MHC is DRB1_1501 with pseudo-sequence DRB1_1501. The binding affinity (normalized) is 0.840. (7) The peptide sequence is CDGERPTLAFLQDVM. The MHC is HLA-DPA10301-DPB10402 with pseudo-sequence HLA-DPA10301-DPB10402. The binding affinity (normalized) is 0.110. (8) The peptide sequence is GLDVVDAVSNALIKS. The MHC is HLA-DPA10201-DPB11401 with pseudo-sequence HLA-DPA10201-DPB11401. The binding affinity (normalized) is 0.429.